This data is from Forward reaction prediction with 1.9M reactions from USPTO patents (1976-2016). The task is: Predict the product of the given reaction. (1) The product is: [CH2:16]([C@@H:23]1[C@@H:24]([OH:25])[C:26]2[C:31](=[CH:30][C:29]([Br:32])=[CH:28][CH:27]=2)[O:35][CH2:34]1)[C:17]1[CH:22]=[CH:21][CH:20]=[CH:19][CH:18]=1. Given the reactants C[Si]([N-][Si](C)(C)C)(C)C.[Na+].O1CCCC1.[CH2:16]([C@@H:23]([CH2:34][OH:35])[C@H:24]([C:26]1[CH:31]=[CH:30][C:29]([Br:32])=[CH:28][C:27]=1F)[OH:25])[C:17]1[CH:22]=[CH:21][CH:20]=[CH:19][CH:18]=1, predict the reaction product. (2) Given the reactants [CH3:1][C:2]1([CH3:11])[CH2:7][C:6]([CH3:9])([CH3:8])[CH2:5][C:4](=O)[CH2:3]1.[CH3:12][O:13][C:14]1[CH:32]=[CH:31][C:17]([C:18]([C:20]2[CH:25]=[CH:24][C:23]([NH:26][S:27]([CH3:30])(=[O:29])=[O:28])=[CH:22][CH:21]=2)=O)=[CH:16][CH:15]=1.C([O-])([O-])=O.[K+].[K+], predict the reaction product. The product is: [CH3:12][O:13][C:14]1[CH:32]=[CH:31][C:17]([C:18](=[C:4]2[CH2:3][C:2]([CH3:11])([CH3:1])[CH2:7][C:6]([CH3:9])([CH3:8])[CH2:5]2)[C:20]2[CH:25]=[CH:24][C:23]([NH:26][S:27]([CH3:30])(=[O:29])=[O:28])=[CH:22][CH:21]=2)=[CH:16][CH:15]=1. (3) Given the reactants [Cl:1][C:2]1[CH:3]=[C:4]([C:8]2[CH:9]=[C:10]([CH2:16][C:17]3[N:18]=[CH:19][C:20]([NH:23]C(=O)OC(C)(C)C)=[N:21][CH:22]=3)[CH:11]=[N:12][C:13]=2[O:14][CH3:15])[CH:5]=[CH:6][CH:7]=1, predict the reaction product. The product is: [Cl:1][C:2]1[CH:3]=[C:4]([C:8]2[CH:9]=[C:10]([CH2:16][C:17]3[N:18]=[CH:19][C:20]([NH2:23])=[N:21][CH:22]=3)[CH:11]=[N:12][C:13]=2[O:14][CH3:15])[CH:5]=[CH:6][CH:7]=1. (4) Given the reactants [Br:1][C:2]1[CH:3]=[CH:4][C:5](F)=[N:6][CH:7]=1.O.[NH2:10][NH2:11], predict the reaction product. The product is: [Br:1][C:2]1[CH:3]=[CH:4][C:5]([NH:10][NH2:11])=[N:6][CH:7]=1. (5) The product is: [CH2:29]([O:31][C:32]([CH:34]1[CH2:39][CH2:38][N:37]([C:5]([C:2]2([CH3:1])[CH2:4][CH2:3]2)=[O:7])[CH2:36][CH2:35]1)=[O:33])[CH3:30]. Given the reactants [CH3:1][C:2]1([C:5]([OH:7])=O)[CH2:4][CH2:3]1.C(Cl)CCl.C1C=CC2N(O)N=NC=2C=1.CCN(CC)CC.[CH2:29]([O:31][C:32]([CH:34]1[CH2:39][CH2:38][NH:37][CH2:36][CH2:35]1)=[O:33])[CH3:30], predict the reaction product. (6) Given the reactants [F:1][C:2]1[CH:31]=[C:30](F)[CH:29]=[CH:28][C:3]=1[CH2:4][N:5]1[C:10](=[O:11])[CH:9]=[CH:8][C:7]([CH2:12][C:13]2[C:21]3[C:16](=[CH:17][CH:18]=[CH:19][CH:20]=3)[N:15]([CH2:22][C:23]([O:25][CH3:26])=[O:24])[C:14]=2[CH3:27])=[CH:6]1.[F:33]C1C=C2C(=CC=1)N(CC(OC)=O)C(C)=C2CC1C=CC(=O)NC=1.C(=O)([O-])[O-].[K+].[K+].FC1C=CC=CC=1CBr, predict the reaction product. The product is: [F:33][C:19]1[CH:20]=[C:21]2[C:16](=[CH:17][CH:18]=1)[N:15]([CH2:22][C:23]([O:25][CH3:26])=[O:24])[C:14]([CH3:27])=[C:13]2[CH2:12][C:7]1[CH:8]=[CH:9][C:10](=[O:11])[N:5]([CH2:4][C:3]2[CH:28]=[CH:29][CH:30]=[CH:31][C:2]=2[F:1])[CH:6]=1. (7) Given the reactants [Cl-].[Li+].Br[CH2:4][C:5]1[CH:15]=[CH:14][C:8]([C:9]([O:11][CH2:12][CH3:13])=[O:10])=[CH:7][CH:6]=1.[F:16][C:17]([F:27])([F:26])[O:18][C:19]1[CH:20]=[C:21](Br)[CH:22]=[CH:23][CH:24]=1.CC(C1C=CC=C(C(C)C)C=1N1[C-]=[N+](C2C(C(C)C)=CC=CC=2C(C)C)CC1)C.[Cl-].[NH4+], predict the reaction product. The product is: [F:16][C:17]([F:26])([F:27])[O:18][C:19]1[CH:24]=[C:23]([CH:22]=[CH:21][CH:20]=1)[CH2:4][C:5]1[CH:15]=[CH:14][C:8]([C:9]([O:11][CH2:12][CH3:13])=[O:10])=[CH:7][CH:6]=1. (8) Given the reactants [C:1]([O:5][C:6](=[O:37])[NH:7][CH2:8][CH:9]([C:30]1[CH:35]=[CH:34][CH:33]=[C:32]([NH2:36])[CH:31]=1)[NH:10][C:11]([C:13]1[S:29][C:16]2=[N:17][C:18]3[CH2:19][CH2:20][CH:21]([C:25]([CH3:28])([CH3:27])[CH3:26])[CH2:22][C:23]=3[CH:24]=[C:15]2[CH:14]=1)=[O:12])([CH3:4])([CH3:3])[CH3:2].C(N(CC)CC)C.Cl[C:46]([O:48][CH2:49][CH3:50])=[O:47], predict the reaction product. The product is: [CH2:49]([O:48][C:46](=[O:47])[NH:36][C:32]1[CH:33]=[CH:34][CH:35]=[C:30]([CH:9]([NH:10][C:11]([C:13]2[S:29][C:16]3=[N:17][C:18]4[CH2:19][CH2:20][CH:21]([C:25]([CH3:28])([CH3:27])[CH3:26])[CH2:22][C:23]=4[CH:24]=[C:15]3[CH:14]=2)=[O:12])[CH2:8][NH:7][C:6]([O:5][C:1]([CH3:2])([CH3:3])[CH3:4])=[O:37])[CH:31]=1)[CH3:50]. (9) Given the reactants [F:1][CH:2]([F:37])[C:3]1[N:7]([C:8]2[CH:13]=[C:12]([N:14]3[CH2:19][CH2:18][O:17][CH2:16][CH2:15]3)[N:11]=[C:10]([NH:20][CH2:21][C@H:22]3[CH2:27][CH2:26][C@H:25]([NH:28][CH:29]([CH3:32])[CH2:30]F)[CH2:24][CH2:23]3)[N:9]=2)[C:6]2[CH:33]=[CH:34][CH:35]=[CH:36][C:5]=2[N:4]=1.[C:38](=O)([O-:40])[O-:39].[K+].[K+].O, predict the reaction product. The product is: [F:37][CH:2]([F:1])[C:3]1[N:7]([C:8]2[CH:13]=[C:12]([N:14]3[CH2:19][CH2:18][O:17][CH2:16][CH2:15]3)[N:11]=[C:10]([NH:20][CH2:21][C@H:22]3[CH2:27][CH2:26][C@H:25]([N:28]4[CH:29]([CH3:32])[CH2:30][O:40][C:38]4=[O:39])[CH2:24][CH2:23]3)[N:9]=2)[C:6]2[CH:33]=[CH:34][CH:35]=[CH:36][C:5]=2[N:4]=1.